Dataset: Full USPTO retrosynthesis dataset with 1.9M reactions from patents (1976-2016). Task: Predict the reactants needed to synthesize the given product. Given the product [CH3:20][C:21]1[O:34][N:18]=[C:17]([CH2:22][O:23][CH2:2][C:3]2[C:12]3[C:7](=[CH:8][CH:9]=[CH:10][CH:11]=3)[C:6]([C:13]([NH:15][C:16]3[C:17]([C:22]([NH:24][CH2:25][CH:26]4[CH2:31][CH2:30][O:29][CH2:28][CH2:27]4)=[O:23])=[N:18][CH:19]=[CH:20][CH:21]=3)=[O:14])=[CH:5][CH:4]=2)[CH:16]=1, predict the reactants needed to synthesize it. The reactants are: Br[CH2:2][C:3]1[C:12]2[C:7](=[CH:8][CH:9]=[CH:10][CH:11]=2)[C:6]([C:13]([NH:15][C:16]2[C:17]([C:22]([NH:24][CH2:25][CH:26]3[CH2:31][CH2:30][O:29][CH2:28][CH2:27]3)=[O:23])=[N:18][CH:19]=[CH:20][CH:21]=2)=[O:14])=[CH:5][CH:4]=1.[H-].[Na+].[OH2:34].